Dataset: Reaction yield outcomes from USPTO patents with 853,638 reactions. Task: Predict the reaction yield, written as a fraction of the theoretical maximum amount of product (1.0 means a 100% yield; for example, 0.34 means a 34% yield). (1) The reactants are [CH3:1][O:2][C:3]1[CH:8]=[C:7]([C:9]2[CH:10]=[N:11][N:12]([CH3:14])[CH:13]=2)[CH:6]=[CH:5][C:4]=1[NH:15][CH:16]=O.[H-].[Na+].[Cl:20][C:21]1[C:26]2[N:27]=C(S(C)(=O)=O)[N:29]=[CH:30][C:25]=2[CH:24]=[CH:23][N:22]=1.[OH-].[Na+]. The catalyst is C1COCC1.CO. The product is [Cl:20][C:21]1[C:26]2[N:27]=[C:16]([NH:15][C:4]3[CH:5]=[CH:6][C:7]([C:9]4[CH:10]=[N:11][N:12]([CH3:14])[CH:13]=4)=[CH:8][C:3]=3[O:2][CH3:1])[N:29]=[CH:30][C:25]=2[CH:24]=[CH:23][N:22]=1. The yield is 0.790. (2) The product is [CH2:20]([O:15][C:14]([C@@:9]1([NH:8][C:1]([O:3][C:4]([CH3:7])([CH3:6])[CH3:5])=[O:2])[CH2:11][C@H:10]1[CH:12]1[CH2:26][CH2:13]1)=[O:16])[CH3:21]. The catalyst is CCOCC.C([O-])(=O)C.[Pd+2].C([O-])(=O)C. The reactants are [C:1]([NH:8][C@:9]1([C:14]([OH:16])=[O:15])[CH2:11][C@H:10]1[CH:12]=[CH2:13])([O:3][C:4]([CH3:7])([CH3:6])[CH3:5])=[O:2].[N+](=C)=[N-].[CH3:20][CH2:21]OC(C)=O.[CH3:26]CCCCC. The yield is 0.780. (3) The reactants are [F:1][C:2]1[CH:3]=[CH:4][C:5]([N+:10]([O-:12])=[O:11])=[C:6]([CH2:8][OH:9])[CH:7]=1.[Cr](O[Cr]([O-])(=O)=O)([O-])(=O)=O.[NH+]1C=CC=CC=1.[NH+]1C=CC=CC=1. The catalyst is ClCCl. The product is [F:1][C:2]1[CH:3]=[CH:4][C:5]([N+:10]([O-:12])=[O:11])=[C:6]([CH:7]=1)[CH:8]=[O:9]. The yield is 0.690. (4) The reactants are [CH:1]1([S:6][CH:7]([C:11]2[CH:16]=[CH:15][CH:14]=[C:13]([O:17][C:18]([F:21])([F:20])[F:19])[CH:12]=2)[C:8]([OH:10])=O)[CH2:5][CH2:4][CH2:3][CH2:2]1.[NH2:22][C:23]1[CH:28]=[CH:27][CH:26]=[CH:25][N:24]=1. The catalyst is C1COCC1. The product is [CH:1]1([S:6][CH:7]([C:11]2[CH:16]=[CH:15][CH:14]=[C:13]([O:17][C:18]([F:21])([F:20])[F:19])[CH:12]=2)[C:8]([NH:22][C:23]2[CH:28]=[CH:27][CH:26]=[CH:25][N:24]=2)=[O:10])[CH2:2][CH2:3][CH2:4][CH2:5]1. The yield is 0.720. (5) The reactants are [CH3:1][N:2]1[C:6]([CH3:7])=[C:5]([CH:8]=O)[CH:4]=[N:3]1.[C:10]([S:14]([NH2:16])=[O:15])([CH3:13])([CH3:12])[CH3:11]. The catalyst is C1COCC1.[Cl-].[Na+].O. The product is [CH3:1][N:2]1[C:6]([CH3:7])=[C:5](/[CH:8]=[N:16]/[S:14]([C:10]([CH3:13])([CH3:12])[CH3:11])=[O:15])[CH:4]=[N:3]1. The yield is 0.970. (6) The reactants are [NH:1]1[CH:5]=[CH:4][C:3]([C:6]2[CH:15]=[CH:14][C:9]([C:10]([O:12]C)=[O:11])=[CH:8][CH:7]=2)=[N:2]1.Br[C:17]1[CH:22]=[CH:21][C:20]([O:23][C:24]([F:27])([F:26])[F:25])=[CH:19][CH:18]=1.OC1C=CC=C2C=1N=CC=C2.C(=O)([O-])[O-].[Cs+].[Cs+]. The catalyst is CN(C=O)C.O.O.CCOC(C)=O.[Cu]I. The product is [F:25][C:24]([F:26])([F:27])[O:23][C:20]1[CH:21]=[CH:22][C:17]([N:1]2[CH:5]=[CH:4][C:3]([C:6]3[CH:15]=[CH:14][C:9]([C:10]([OH:12])=[O:11])=[CH:8][CH:7]=3)=[N:2]2)=[CH:18][CH:19]=1. The yield is 0.160. (7) The catalyst is CN(C=O)C.O. The yield is 0.180. The product is [Cl:1][C:2]1[N:3]=[C:4]([NH:11][C:12]2[CH:16]=[C:15]([C:17]([NH:58][C:57]3[CH:59]=[CH:60][CH:61]=[C:55]([O:54][CH3:53])[CH:56]=3)=[O:19])[NH:14][N:13]=2)[C:5]2[O:10][CH:9]=[CH:8][C:6]=2[N:7]=1. The reactants are [Cl:1][C:2]1[N:3]=[C:4]([NH:11][C:12]2[CH:16]=[C:15]([C:17]([OH:19])=O)[NH:14][N:13]=2)[C:5]2[O:10][CH:9]=[CH:8][C:6]=2[N:7]=1.CN(C(ON1N=NC2C=CC=NC1=2)=[N+](C)C)C.F[P-](F)(F)(F)(F)F.CCN(C(C)C)C(C)C.[CH3:53][O:54][C:55]1[CH:56]=[C:57]([CH:59]=[CH:60][CH:61]=1)[NH2:58].